The task is: Predict the reactants needed to synthesize the given product.. This data is from Full USPTO retrosynthesis dataset with 1.9M reactions from patents (1976-2016). (1) Given the product [ClH:35].[Cl:35][C:31]1[CH:32]=[C:33]2[C:28](=[CH:29][CH:30]=1)[NH:27][C:26]([C:24]([NH:23][C@@H:18]1[CH2:19][CH2:20][CH2:21][CH2:22][C@@H:17]1[NH:16][C:14]([C:12]1[S:13][C:7]3[CH2:6][N:5]([CH2:4][CH2:3][NH:2][C:47]([O:46][CH3:44])=[O:48])[CH2:10][CH2:9][C:8]=3[N:11]=1)=[O:15])=[O:25])=[CH:34]2, predict the reactants needed to synthesize it. The reactants are: Cl.[NH2:2][CH2:3][CH2:4][N:5]1[CH2:10][CH2:9][C:8]2[N:11]=[C:12]([C:14]([NH:16][C@@H:17]3[CH2:22][CH2:21][CH2:20][CH2:19][C@@H:18]3[NH:23][C:24]([C:26]3[NH:27][C:28]4[C:33]([CH:34]=3)=[CH:32][C:31]([Cl:35])=[CH:30][CH:29]=4)=[O:25])=[O:15])[S:13][C:7]=2[CH2:6]1.C(N(CC)CC)C.Cl[C:44](Cl)([O:46][C:47](=O)[O:48]C(Cl)(Cl)Cl)Cl.O1CCCC1. (2) Given the product [Cl:1][CH2:2][CH2:3][CH2:4][CH2:5][CH2:6][C@@H:7]1[CH2:24][C:23]2[CH:22]=[C:21]([OH:25])[CH:20]=[CH:19][C:18]=2[C@@H:17]2[C@@H:8]1[C@H:9]1[C@@:13]([CH2:15][C@@H:16]2[F:26])([CH3:14])[C@@H:12]([OH:27])[CH2:11][CH2:10]1, predict the reactants needed to synthesize it. The reactants are: [Cl:1][CH2:2][CH2:3][CH2:4][CH2:5][CH2:6][C@@H:7]1[CH2:24][C:23]2[CH:22]=[C:21]([OH:25])[CH:20]=[CH:19][C:18]=2[C@@H:17]2[C@@H:8]1[C@H:9]1[C@@:13]([CH2:15][C@@H:16]2[F:26])([CH3:14])[C:12](=[O:27])[CH2:11][CH2:10]1.[BH4-].[Na+].[Cl-].[Na+]. (3) Given the product [CH2:13]([O:20][C:21]1[CH:30]=[C:29]([CH:31]2[CH2:34][CH2:33][CH2:32]2)[C:28]([CH:1]2[CH2:3][CH2:2]2)=[CH:27][C:22]=1[C:23]([O:25][CH3:26])=[O:24])[C:14]1[CH:19]=[CH:18][CH:17]=[CH:16][CH:15]=1, predict the reactants needed to synthesize it. The reactants are: [CH:1]1(B(O)O)[CH2:3][CH2:2]1.C(=O)([O-])[O-].[Na+].[Na+].[CH2:13]([O:20][C:21]1[CH:30]=[C:29]([CH:31]2[CH2:34][CH2:33][CH2:32]2)[C:28](Br)=[CH:27][C:22]=1[C:23]([O:25][CH3:26])=[O:24])[C:14]1[CH:19]=[CH:18][CH:17]=[CH:16][CH:15]=1.C1(P(C2CCCCC2)C2C=CC=CC=2C2C(OC)=CC=CC=2OC)CCCCC1. (4) Given the product [CH:1]1([CH2:4][N:5]2[CH2:10][CH2:9][CH2:8][C:7]([C:18]3[CH:19]=[C:20]([O:24][C:32](=[O:35])[CH2:33][CH3:34])[CH:21]=[CH:22][CH:23]=3)([C:11]3[CH:16]=[CH:15][C:14]([CH3:17])=[CH:13][CH:12]=3)[CH2:6]2)[CH2:3][CH2:2]1, predict the reactants needed to synthesize it. The reactants are: [CH:1]1([CH2:4][N:5]2[CH2:10][CH2:9][CH2:8][C:7]([C:18]3[CH:19]=[C:20]([OH:24])[CH:21]=[CH:22][CH:23]=3)([C:11]3[CH:16]=[CH:15][C:14]([CH3:17])=[CH:13][CH:12]=3)[CH2:6]2)[CH2:3][CH2:2]1.C(N(CC)CC)C.[C:32](Cl)(=[O:35])[CH2:33][CH3:34]. (5) Given the product [CH:1]1([NH:10][CH2:9][CH2:8][NH2:11])[CH2:6][CH2:5][CH2:4][CH2:3][CH2:2]1, predict the reactants needed to synthesize it. The reactants are: [C:1]1(=O)[CH2:6][CH2:5][CH2:4][CH2:3][CH2:2]1.[CH2:8]([NH2:11])[CH2:9][NH2:10].C(O)(=O)C.C([BH3-])#N.[Na+]. (6) Given the product [Br:11][C:12]1[CH:20]=[CH:19][C:18]([C:21]#[N:23])=[C:17]2[C:13]=1[C:14]([CH:4]=[O:5])=[CH:15][NH:16]2, predict the reactants needed to synthesize it. The reactants are: CN([CH:4]=[O:5])C.P(Cl)(Cl)(Cl)=O.[Br:11][C:12]1[CH:20]=[CH:19][C:18]([C:21]([NH2:23])=O)=[C:17]2[C:13]=1[CH:14]=[CH:15][NH:16]2.C([O-])(O)=O.[Na+].[OH-].[Na+]. (7) The reactants are: [CH2:1]([O:5][C:6]1[CH:13]=[CH:12][C:9]([CH:10]=O)=[CH:8][CH:7]=1)[CH2:2][CH2:3][CH3:4].[N+:14]([CH3:17])([O-:16])=[O:15].C([O-])(=O)C.[NH4+]. Given the product [CH2:1]([O:5][C:6]1[CH:13]=[CH:12][C:9](/[CH:10]=[CH:17]/[N+:14]([O-:16])=[O:15])=[CH:8][CH:7]=1)[CH2:2][CH2:3][CH3:4], predict the reactants needed to synthesize it.